From a dataset of Forward reaction prediction with 1.9M reactions from USPTO patents (1976-2016). Predict the product of the given reaction. (1) The product is: [C:1]([O:5][C:6]([N:8]([CH2:10][C:11]1[CH:12]=[C:13]([C:29]2[CH:30]=[CH:31][CH:32]=[CH:33][CH:34]=2)[N:14]([S:16]([C:19]2[CH:20]=[C:21]([CH:26]=[CH:27][CH:28]=2)[C:22]([OH:24])=[O:23])(=[O:18])=[O:17])[CH:15]=1)[CH3:9])=[O:7])([CH3:4])([CH3:2])[CH3:3]. Given the reactants [C:1]([O:5][C:6]([N:8]([CH2:10][C:11]1[CH:12]=[C:13]([C:29]2[CH:34]=[CH:33][CH:32]=[CH:31][CH:30]=2)[N:14]([S:16]([C:19]2[CH:20]=[C:21]([CH:26]=[CH:27][CH:28]=2)[C:22]([O:24]C)=[O:23])(=[O:18])=[O:17])[CH:15]=1)[CH3:9])=[O:7])([CH3:4])([CH3:3])[CH3:2].[OH-].[Na+].Cl, predict the reaction product. (2) The product is: [CH3:1][C:2]1([CH3:17])[CH2:11][CH2:10][CH2:9][C:8]2[CH:7]=[C:6]([OH:12])[CH:5]=[CH:4][C:3]1=2. Given the reactants [CH3:1][C:2]1([CH3:17])[CH2:11][CH2:10][CH2:9][C:8]2[CH:7]=[C:6]([O:12]CC(O)=O)[CH:5]=[CH:4][C:3]1=2.[Cl-].ClC1N(C)CC[NH+]1C.C(N(CC)CC)C.Cl.NCC1C=CC(NS(C)(=O)=O)=C(F)C=1, predict the reaction product. (3) Given the reactants [CH2:1]([C:3]1[CH:4]=[C:5]([C:11]2[CH:16]=[CH:15][C:14]([C:17]3[O:21][N:20]=[CH:19][CH:18]=3)=[CH:13][CH:12]=2)[CH:6]=[CH:7][C:8]=1[O:9]C)[CH3:2].C(=O)=O.CC(C)=O.B(Br)(Br)Br, predict the reaction product. The product is: [CH2:1]([C:3]1[CH:4]=[C:5]([C:11]2[CH:16]=[CH:15][C:14]([C:17]3[O:21][N:20]=[CH:19][CH:18]=3)=[CH:13][CH:12]=2)[CH:6]=[CH:7][C:8]=1[OH:9])[CH3:2].